From a dataset of NCI-60 drug combinations with 297,098 pairs across 59 cell lines. Regression. Given two drug SMILES strings and cell line genomic features, predict the synergy score measuring deviation from expected non-interaction effect. (1) Drug 1: CC1C(C(CC(O1)OC2CC(CC3=C2C(=C4C(=C3O)C(=O)C5=C(C4=O)C(=CC=C5)OC)O)(C(=O)CO)O)N)O.Cl. Drug 2: CCN(CC)CCCC(C)NC1=C2C=C(C=CC2=NC3=C1C=CC(=C3)Cl)OC. Cell line: HCC-2998. Synergy scores: CSS=27.8, Synergy_ZIP=-5.05, Synergy_Bliss=2.99, Synergy_Loewe=1.50, Synergy_HSA=0.0715. (2) Drug 1: CC1C(C(CC(O1)OC2CC(CC3=C2C(=C4C(=C3O)C(=O)C5=C(C4=O)C(=CC=C5)OC)O)(C(=O)C)O)N)O.Cl. Drug 2: CC1C(C(CC(O1)OC2CC(CC3=C2C(=C4C(=C3O)C(=O)C5=C(C4=O)C(=CC=C5)OC)O)(C(=O)CO)O)N)O.Cl. Cell line: SF-268. Synergy scores: CSS=46.5, Synergy_ZIP=3.51, Synergy_Bliss=7.27, Synergy_Loewe=2.49, Synergy_HSA=7.26. (3) Drug 1: C1CC(=O)NC(=O)C1N2CC3=C(C2=O)C=CC=C3N. Drug 2: CCC(=C(C1=CC=CC=C1)C2=CC=C(C=C2)OCCN(C)C)C3=CC=CC=C3.C(C(=O)O)C(CC(=O)O)(C(=O)O)O. Cell line: NCI-H226. Synergy scores: CSS=-0.470, Synergy_ZIP=0.697, Synergy_Bliss=0.512, Synergy_Loewe=-0.733, Synergy_HSA=-1.47. (4) Drug 1: CN(C)C1=NC(=NC(=N1)N(C)C)N(C)C. Drug 2: C1=CC(=CC=C1CCCC(=O)O)N(CCCl)CCCl. Cell line: A498. Synergy scores: CSS=18.1, Synergy_ZIP=-4.95, Synergy_Bliss=-0.443, Synergy_Loewe=-13.0, Synergy_HSA=-4.86. (5) Drug 1: CC(C1=C(C=CC(=C1Cl)F)Cl)OC2=C(N=CC(=C2)C3=CN(N=C3)C4CCNCC4)N. Drug 2: CC(CN1CC(=O)NC(=O)C1)N2CC(=O)NC(=O)C2. Cell line: MALME-3M. Synergy scores: CSS=16.6, Synergy_ZIP=-3.16, Synergy_Bliss=3.20, Synergy_Loewe=-0.825, Synergy_HSA=2.57. (6) Drug 1: CC12CCC3C(C1CCC2O)C(CC4=C3C=CC(=C4)O)CCCCCCCCCS(=O)CCCC(C(F)(F)F)(F)F. Drug 2: CC1C(C(CC(O1)OC2CC(CC3=C2C(=C4C(=C3O)C(=O)C5=CC=CC=C5C4=O)O)(C(=O)C)O)N)O. Cell line: NCI-H322M. Synergy scores: CSS=47.2, Synergy_ZIP=3.15, Synergy_Bliss=5.35, Synergy_Loewe=-0.830, Synergy_HSA=3.92.